Dataset: Forward reaction prediction with 1.9M reactions from USPTO patents (1976-2016). Task: Predict the product of the given reaction. (1) Given the reactants [F:1][C:2]1[CH:8]=[CH:7][C:5]([NH2:6])=[CH:4][C:3]=1[O:9]C.B(Cl)(Cl)Cl, predict the reaction product. The product is: [F:1][C:2]1[CH:8]=[CH:7][C:5]([NH2:6])=[CH:4][C:3]=1[OH:9]. (2) Given the reactants [Cl-].O[NH3+:3].[C:4](=[O:7])([O-])[OH:5].[Na+].CS(C)=O.[CH2:13]([C:17]1[N:18]=[C:19]([CH3:48])[N:20]([CH2:39][CH:40]([CH:42]2[CH2:47][CH2:46][CH2:45][CH2:44][CH2:43]2)[OH:41])[C:21](=[O:38])[C:22]=1[CH2:23][C:24]1[CH:29]=[CH:28][C:27]([C:30]2[C:31]([C:36]#[N:37])=[CH:32][CH:33]=[CH:34][CH:35]=2)=[CH:26][CH:25]=1)[CH2:14][CH2:15][CH3:16], predict the reaction product. The product is: [CH2:13]([C:17]1[N:18]=[C:19]([CH3:48])[N:20]([CH2:39][CH:40]([CH:42]2[CH2:47][CH2:46][CH2:45][CH2:44][CH2:43]2)[OH:41])[C:21](=[O:38])[C:22]=1[CH2:23][C:24]1[CH:29]=[CH:28][C:27]([C:30]2[CH:35]=[CH:34][CH:33]=[CH:32][C:31]=2[C:36]2[NH:3][C:4](=[O:7])[O:5][N:37]=2)=[CH:26][CH:25]=1)[CH2:14][CH2:15][CH3:16]. (3) Given the reactants [CH2:1]([O:3][C:4]([C:6]1[N:7]=[C:8]([NH2:11])[S:9][CH:10]=1)=[O:5])[CH3:2].[Br:12]N1C(=O)CCC1=O, predict the reaction product. The product is: [CH2:1]([O:3][C:4]([C:6]1[N:7]=[C:8]([NH2:11])[S:9][C:10]=1[Br:12])=[O:5])[CH3:2]. (4) Given the reactants C(N(CC)CC)C.[Cl:8][C:9]1[CH:17]=[CH:16][C:12]([C:13](O)=[O:14])=[CH:11][C:10]=1[NH:18][C:19]([C:21]1[C:32](=[O:33])[NH:31][C:24]2[N:25]=[C:26]([O:29][CH3:30])[N:27]=[CH:28][C:23]=2[CH:22]=1)=[O:20].CN(C(ON1N=NC2C=CC=NC1=2)=[N+](C)C)C.F[P-](F)(F)(F)(F)F.[NH2:58][C@H:59]([C:70]1[CH:75]=[CH:74][CH:73]=[CH:72][CH:71]=1)[CH2:60][CH2:61][NH:62][C:63](=[O:69])[O:64][C:65]([CH3:68])([CH3:67])[CH3:66], predict the reaction product. The product is: [Cl:8][C:9]1[CH:17]=[CH:16][C:12]([C:13]([NH:58][C@H:59]([C:70]2[CH:71]=[CH:72][CH:73]=[CH:74][CH:75]=2)[CH2:60][CH2:61][NH:62][C:63](=[O:69])[O:64][C:65]([CH3:68])([CH3:67])[CH3:66])=[O:14])=[CH:11][C:10]=1[NH:18][C:19]([C:21]1[C:32](=[O:33])[NH:31][C:24]2[N:25]=[C:26]([O:29][CH3:30])[N:27]=[CH:28][C:23]=2[CH:22]=1)=[O:20]. (5) Given the reactants C[O:2][C:3]1[CH:4]=[C:5]([C:11]2[N:15]3[N:16]=[C:17]([NH:20][C@H:21]4[CH2:26][CH2:25][C@H:24]([OH:27])[CH2:23][CH2:22]4)[CH:18]=[CH:19][C:14]3=[N:13][CH:12]=2)[CH:6]=[CH:7][C:8]=1[O:9]C.B(Br)(Br)Br.[OH-].[Na+], predict the reaction product. The product is: [OH:27][C@H:24]1[CH2:25][CH2:26][C@H:21]([NH:20][C:17]2[CH:18]=[CH:19][C:14]3[N:15]([C:11]([C:5]4[CH:4]=[C:3]([OH:2])[C:8]([OH:9])=[CH:7][CH:6]=4)=[CH:12][N:13]=3)[N:16]=2)[CH2:22][CH2:23]1. (6) Given the reactants [C:1]([O:5][C:6]([NH:8][C@@H:9]([C@@H:13]([O:16][C@@H:17]([CH2:19][CH2:20][CH:21]=[CH2:22])[CH3:18])[CH2:14][CH3:15])[C:10]([OH:12])=O)=[O:7])([CH3:4])([CH3:3])[CH3:2].Cl.[OH:24][C@H:25]1[CH2:29][NH:28][C@H:27]([C:30]([O:32][CH3:33])=[O:31])[CH2:26]1.F[P-](F)(F)(F)(F)F.CN(C(N(C)C)=[N+]1C2C(=NC=CC=2)[N+]([O-])=N1)C.C(N(CC)C(C)C)(C)C, predict the reaction product. The product is: [C:1]([O:5][C:6]([NH:8][C@@H:9]([C@@H:13]([O:16][C@@H:17]([CH2:19][CH2:20][CH:21]=[CH2:22])[CH3:18])[CH2:14][CH3:15])[C:10]([N:28]1[CH2:29][C@H:25]([OH:24])[CH2:26][C@H:27]1[C:30]([O:32][CH3:33])=[O:31])=[O:12])=[O:7])([CH3:2])([CH3:3])[CH3:4]. (7) Given the reactants [Cl:1][C:2]1[C:3]([O:9][C:10]2[CH:15]=[CH:14][C:13]([OH:16])=[CH:12][CH:11]=2)=[N:4][CH:5]=[C:6]([Cl:8])[CH:7]=1.[I-].[Cl:18][C:19]1[CH:24]=[CH:23][C:22]([N:25]([CH3:34])[C:26](N2C=C[N+](C)=C2)=[O:27])=[CH:21][CH:20]=1, predict the reaction product. The product is: [Cl:1][C:2]1[C:3]([O:9][C:10]2[CH:15]=[CH:14][C:13]([O:16][C:26](=[O:27])[N:25]([C:22]3[CH:23]=[CH:24][C:19]([Cl:18])=[CH:20][CH:21]=3)[CH3:34])=[CH:12][CH:11]=2)=[N:4][CH:5]=[C:6]([Cl:8])[CH:7]=1. (8) Given the reactants [CH:1]1([N:4]2[C:9](=[O:10])[C:8]3=[C:11]([NH:18][C:19]4[CH:24]=[CH:23][C:22](I)=[CH:21][C:20]=4[F:26])[N:12]([CH3:17])[C:13](=[O:16])[C:14]([CH3:15])=[C:7]3[N:6]([C:27]3[CH:28]=[C:29](CC(N)=O)[CH:30]=[CH:31][CH:32]=3)[C:5]2=[O:37])[CH2:3][CH2:2]1.C(Cl)(Cl)Cl.[CH3:42][Si:43]([C:46]#[CH:47])([CH3:45])[CH3:44], predict the reaction product. The product is: [CH:1]1([N:4]2[C:9](=[O:10])[C:8]3=[C:11]([NH:18][C:19]4[CH:24]=[CH:23][C:22]([C:47]#[C:46][Si:43]([CH3:45])([CH3:44])[CH3:42])=[CH:21][C:20]=4[F:26])[N:12]([CH3:17])[C:13](=[O:16])[C:14]([CH3:15])=[C:7]3[N:6]([C:27]3[CH:28]=[C:29]([NH:4][C:9](=[O:10])[CH3:8])[CH:30]=[CH:31][CH:32]=3)[C:5]2=[O:37])[CH2:3][CH2:2]1. (9) Given the reactants S(=O)(=O)(O)O.C(OC([N:13](C(OC(C)(C)C)=O)[C:14]1[N:19]=[CH:18][C:17]([CH2:20][CH2:21][C:22]([OH:24])=[O:23])=[CH:16][CH:15]=1)=O)(C)(C)C.[CH2:32](O)[CH3:33], predict the reaction product. The product is: [NH2:13][C:14]1[N:19]=[CH:18][C:17]([CH2:20][CH2:21][C:22]([O:24][CH2:32][CH3:33])=[O:23])=[CH:16][CH:15]=1.